Dataset: Peptide-MHC class II binding affinity with 134,281 pairs from IEDB. Task: Regression. Given a peptide amino acid sequence and an MHC pseudo amino acid sequence, predict their binding affinity value. This is MHC class II binding data. (1) The peptide sequence is IEVVWTNTPTKWDNS. The MHC is DRB1_1501 with pseudo-sequence DRB1_1501. The binding affinity (normalized) is 0.148. (2) The peptide sequence is EATTDGLGWYKIEID. The MHC is DRB4_0101 with pseudo-sequence DRB4_0103. The binding affinity (normalized) is 0.245.